Dataset: Retrosynthesis with 50K atom-mapped reactions and 10 reaction types from USPTO. Task: Predict the reactants needed to synthesize the given product. Given the product CC1(C)C(=O)N(CCCOC2CC2)c2cc(Br)ccc21, predict the reactants needed to synthesize it. The reactants are: BrCCCOC1CC1.CC1(C)C(=O)Nc2cc(Br)ccc21.